This data is from Forward reaction prediction with 1.9M reactions from USPTO patents (1976-2016). The task is: Predict the product of the given reaction. (1) Given the reactants Cl.[O:2]1[C:6]2[CH:7]=[CH:8][CH:9]=[C:10]([CH:11]3[CH2:16][CH2:15][N:14]([CH2:17][CH2:18][C@H:19]4[CH2:24][CH2:23][C@H:22]([NH2:25])[CH2:21][CH2:20]4)[CH2:13][CH2:12]3)[C:5]=2[O:4][CH2:3]1.[O:26]1[CH2:31][CH2:30][CH:29]([CH2:32][C:33](O)=[O:34])[CH2:28][CH2:27]1, predict the reaction product. The product is: [O:2]1[C:6]2[CH:7]=[CH:8][CH:9]=[C:10]([CH:11]3[CH2:16][CH2:15][N:14]([CH2:17][CH2:18][C@H:19]4[CH2:20][CH2:21][C@H:22]([NH:25][C:33](=[O:34])[CH2:32][CH:29]5[CH2:30][CH2:31][O:26][CH2:27][CH2:28]5)[CH2:23][CH2:24]4)[CH2:13][CH2:12]3)[C:5]=2[O:4][CH2:3]1. (2) The product is: [CH3:1][S:2](=[O:3])([CH:5]([C:7]1[CH:12]=[N:11][C:10]([C:13]([F:15])([F:16])[F:14])=[CH:9][CH:8]=1)[CH3:6])=[N:4][C:24](=[O:26])[CH3:25]. Given the reactants [CH3:1][S:2]([CH:5]([C:7]1[CH:8]=[CH:9][C:10]([C:13]([F:16])([F:15])[F:14])=[N:11][CH:12]=1)[CH3:6])(=[NH:4])=[O:3].C(N(CC)CC)C.[C:24](Cl)(=[O:26])[CH3:25], predict the reaction product. (3) Given the reactants Cl.[N:2]1([NH2:8])[CH2:7][CH2:6][CH2:5][CH2:4][CH2:3]1.C[Al](C)C.[Cl:13][C:14]1[CH:19]=[CH:18][C:17]([C:20]2[N:25]=[C:24]([C:26](OCC)=[O:27])[C:23]([CH2:31][N:32]3[N:36]=[N:35][CH:34]=[N:33]3)=[N:22][C:21]=2[C:37]2[CH:42]=[CH:41][C:40]([CH3:43])=[CH:39][CH:38]=2)=[CH:16][CH:15]=1, predict the reaction product. The product is: [Cl:13][C:14]1[CH:19]=[CH:18][C:17]([C:20]2[N:25]=[C:24]([C:26]([NH:8][N:2]3[CH2:7][CH2:6][CH2:5][CH2:4][CH2:3]3)=[O:27])[C:23]([CH2:31][N:32]3[N:36]=[N:35][CH:34]=[N:33]3)=[N:22][C:21]=2[C:37]2[CH:38]=[CH:39][C:40]([CH3:43])=[CH:41][CH:42]=2)=[CH:16][CH:15]=1. (4) Given the reactants [Br:1]N1C(=O)CCC1=O.[NH2:9][C:10]1[N:11]=[C:12]([Cl:24])[C:13]([C:16]2[CH:23]=[CH:22][C:19]([C:20]#[N:21])=[CH:18][CH:17]=2)=[N:14][CH:15]=1, predict the reaction product. The product is: [NH2:9][C:10]1[N:11]=[C:12]([Cl:24])[C:13]([C:16]2[CH:23]=[CH:22][C:19]([C:20]#[N:21])=[CH:18][CH:17]=2)=[N:14][C:15]=1[Br:1]. (5) Given the reactants C(OC([N:8]1[CH2:13][CH2:12][CH:11]([C:14](=[S:16])[NH2:15])[CH2:10][CH2:9]1)=O)(C)(C)C.Br[CH2:18][C:19]([C:21]1[CH:29]=[CH:28][C:24]([C:25]([OH:27])=[O:26])=[CH:23][CH:22]=1)=O.C(OCC)C, predict the reaction product. The product is: [NH:8]1[CH2:9][CH2:10][CH:11]([C:14]2[S:16][CH:18]=[C:19]([C:21]3[CH:29]=[CH:28][C:24]([C:25]([OH:27])=[O:26])=[CH:23][CH:22]=3)[N:15]=2)[CH2:12][CH2:13]1. (6) Given the reactants [C:1]([C:5]1[CH:6]=[C:7]([CH2:16][CH2:17][C:18]([NH:20][C:21]2[CH:26]=[CH:25][C:24]([S:27](Cl)(=[O:29])=[O:28])=[CH:23][CH:22]=2)=[O:19])[CH:8]=[C:9]([C:12]([CH3:15])([CH3:14])[CH3:13])[C:10]=1[OH:11])([CH3:4])([CH3:3])[CH3:2].Br.[Br:32][CH2:33][CH2:34][NH2:35].C(N(CC)CC)C, predict the reaction product. The product is: [Br:32][CH2:33][CH2:34][NH:35][S:27]([C:24]1[CH:25]=[CH:26][C:21]([NH:20][C:18](=[O:19])[CH2:17][CH2:16][C:7]2[CH:6]=[C:5]([C:1]([CH3:4])([CH3:3])[CH3:2])[C:10]([OH:11])=[C:9]([C:12]([CH3:15])([CH3:14])[CH3:13])[CH:8]=2)=[CH:22][CH:23]=1)(=[O:29])=[O:28]. (7) Given the reactants Br[C:2]1[C:9]([O:10][CH3:11])=[C:8]([O:12][CH3:13])[CH:7]=[CH:6][C:3]=1[CH:4]=[O:5].[CH3:14][S:15][C:16]1[CH:21]=[CH:20][C:19](B(O)O)=[CH:18][CH:17]=1.C(=O)([O-])[O-].[Na+].[Na+].C(O)C, predict the reaction product. The product is: [CH3:13][O:12][C:8]1[C:9]([O:10][CH3:11])=[CH:2][C:3]([CH:4]=[O:5])=[C:6]([C:19]2[CH:20]=[CH:21][C:16]([S:15][CH3:14])=[CH:17][CH:18]=2)[CH:7]=1.